Task: Predict the reaction yield, written as a fraction of the theoretical maximum amount of product (1.0 means a 100% yield; for example, 0.34 means a 34% yield).. Dataset: Reaction yield outcomes from USPTO patents with 853,638 reactions The yield is 0.340. The catalyst is CCOCC. The product is [CH3:6][N:7]1[C:16]2[C:11](=[CH:12][C:13]([S:1]([OH:3])(=[O:5])=[O:2])=[CH:14][CH:15]=2)[CH2:10][CH2:9][CH2:8]1. The reactants are [S:1](=[O:5])(=O)([OH:3])[OH:2].[CH3:6][N:7]1[C:16]2[C:11](=[CH:12][CH:13]=[CH:14][CH:15]=2)[CH2:10][CH2:9][CH2:8]1.